From a dataset of Reaction yield outcomes from USPTO patents with 853,638 reactions. Predict the reaction yield, written as a fraction of the theoretical maximum amount of product (1.0 means a 100% yield; for example, 0.34 means a 34% yield). (1) The reactants are FC(F)(F)C(O)=O.[C:8]([O:14][CH2:15][O:16][C:17]1[CH:18]=[CH:19][C:20]2[CH2:21][C@H:22]3[NH:33][CH2:32][CH2:31][C@@:28]4([C:29]=2[CH:30]=1)[C@H:23]3[CH2:24][CH2:25][CH2:26][CH2:27]4)(=[O:13])[C:9]([CH3:12])([CH3:11])[CH3:10].[C:34]([OH:41])(=[O:40])[CH2:35][CH2:36][C:37]([OH:39])=[O:38]. The catalyst is CCOC(C)=O. The product is [C:34]([OH:41])(=[O:40])[CH2:35][CH2:36][C:37]([OH:39])=[O:38].[C:8]([O:14][CH2:15][O:16][C:17]1[CH:18]=[CH:19][C:20]2[CH2:21][C@H:22]3[NH:33][CH2:32][CH2:31][C@@:28]4([C:29]=2[CH:30]=1)[C@H:23]3[CH2:24][CH2:25][CH2:26][CH2:27]4)(=[O:13])[C:9]([CH3:12])([CH3:11])[CH3:10]. The yield is 1.00. (2) The reactants are CC(O)(C)C.[CH:6]1([CH:9]=[O:10])[CH2:8][CH2:7]1.[N+:11]([CH3:14])([O-:13])=[O:12].CC([O-])(C)C.[K+]. The catalyst is C1COCC1.[NH4+].[Cl-]. The product is [CH:6]1([CH:9]([OH:10])[CH2:14][N+:11]([O-:13])=[O:12])[CH2:8][CH2:7]1. The yield is 0.990. (3) The reactants are [Br:1][C:2]1[CH:3]=[C:4]([N+:9]([O-])=O)[CH:5]=[CH:6][C:7]=1F.[F:12][C:13]([F:17])([F:16])[CH2:14][OH:15].C(=O)([O-])[O-].[K+].[K+]. The catalyst is CN(C=O)C. The product is [Br:1][C:2]1[CH:3]=[C:4]([NH2:9])[CH:5]=[CH:6][C:7]=1[O:15][CH2:14][C:13]([F:17])([F:16])[F:12]. The yield is 0.970. (4) The reactants are [F:1][C:2]1[CH:7]=[CH:6][C:5]([F:8])=[CH:4][C:3]=1[NH:9][C:10](=[O:38])[CH2:11][C:12]1[CH:17]=[CH:16][C:15]([C:18]2[CH:19]=[N:20][C:21]([O:27]CC3C=CC(OC)=CC=3)=[C:22]([O:24][CH2:25][CH3:26])[CH:23]=2)=[CH:14][C:13]=1[F:37].Cl. No catalyst specified. The product is [F:1][C:2]1[CH:7]=[CH:6][C:5]([F:8])=[CH:4][C:3]=1[NH:9][C:10](=[O:38])[CH2:11][C:12]1[CH:17]=[CH:16][C:15]([C:18]2[CH:23]=[C:22]([O:24][CH2:25][CH3:26])[C:21](=[O:27])[NH:20][CH:19]=2)=[CH:14][C:13]=1[F:37]. The yield is 0.168. (5) The reactants are [C:1]([O:5][C:6](=[O:15])[CH:7]([O:11][C:12](=[O:14])[CH3:13])[C:8]([CH3:10])=[O:9])([CH3:4])([CH3:3])[CH3:2].[H-].[Na+].[CH2:18](Br)[CH2:19][CH2:20][CH3:21]. The catalyst is CN(C=O)C. The product is [C:1]([O:5][C:6](=[O:15])[C:7]([O:11][C:12](=[O:14])[CH3:13])([C:8](=[O:9])[CH3:10])[CH2:18][CH2:19][CH2:20][CH3:21])([CH3:2])([CH3:3])[CH3:4]. The yield is 0.750. (6) The reactants are [H-].[Na+].[N:3]1[C:11]([NH2:12])=[C:10]2[C:6]([N:7]=[CH:8][NH:9]2)=[N:5][CH:4]=1.Br[CH2:14][CH2:15][C:16]#[N:17]. The catalyst is CN(C=O)C.CCOC(C)=O.Cl. The product is [C:16]([CH2:15][CH2:14][N:7]1[CH:8]=[N:9][C:10]2[C:6]1=[N:5][CH:4]=[N:3][C:11]=2[NH2:12])#[N:17]. The yield is 0.750. (7) The reactants are Br[C:2]1[CH:21]=[N:20][C:5]2[O:6][C:7]3[C:12]([N:13]4[CH2:18][CH2:17][O:16][CH2:15][CH2:14]4)=[N:11][C:10]([Cl:19])=[N:9][C:8]=3[C:4]=2[CH:3]=1.C1C=CC(P(C2C(C3C(P(C4C=CC=CC=4)C4C=CC=CC=4)=CC=C4C=3C=CC=C4)=C3C(C=CC=C3)=CC=2)C2C=CC=CC=2)=CC=1.C([O-])([O-])=O.[Cs+].[Cs+].[NH:74]1[CH2:79][CH2:78][O:77][CH2:76][CH2:75]1. The product is [Cl:19][C:10]1[N:11]=[C:12]([N:13]2[CH2:18][CH2:17][O:16][CH2:15][CH2:14]2)[C:7]2[O:6][C:5]3[N:20]=[CH:21][C:2]([N:74]4[CH2:79][CH2:78][O:77][CH2:76][CH2:75]4)=[CH:3][C:4]=3[C:8]=2[N:9]=1. The catalyst is [Cl-].[Na+].O.C1C=CC(/C=C/C(/C=C/C2C=CC=CC=2)=O)=CC=1.C1C=CC(/C=C/C(/C=C/C2C=CC=CC=2)=O)=CC=1.C1C=CC(/C=C/C(/C=C/C2C=CC=CC=2)=O)=CC=1.[Pd].[Pd].CCOC(C)=O.C1(C)C=CC=CC=1. The yield is 0.490. (8) The reactants are [C:1]1([S:7]([C:10]2[CH:11]=[C:12]([N:16]3[CH2:21][CH2:20][N:19](C(OC(C)(C)C)=O)[CH2:18][CH2:17]3)[CH:13]=[CH:14][CH:15]=2)(=[O:9])=[O:8])[CH:6]=[CH:5][CH:4]=[CH:3][CH:2]=1. The catalyst is O1CCOCC1.Cl. The product is [C:1]1([S:7]([C:10]2[CH:11]=[C:12]([N:16]3[CH2:21][CH2:20][NH:19][CH2:18][CH2:17]3)[CH:13]=[CH:14][CH:15]=2)(=[O:9])=[O:8])[CH:2]=[CH:3][CH:4]=[CH:5][CH:6]=1. The yield is 0.960.